From a dataset of Full USPTO retrosynthesis dataset with 1.9M reactions from patents (1976-2016). Predict the reactants needed to synthesize the given product. (1) Given the product [CH:1]1([C:11]2[CH:12]=[CH:7][CH:8]=[C:9]([O:13][CH2:14][C:15]3[CH:20]=[CH:19][CH:18]=[CH:17][CH:16]=3)[CH:10]=2)[CH2:3][CH2:2]1, predict the reactants needed to synthesize it. The reactants are: [CH:1]1([Mg]Br)[CH2:3][CH2:2]1.Br[C:7]1[CH:12]=[CH:11][CH:10]=[C:9]([O:13][CH2:14][C:15]2[CH:20]=[CH:19][CH:18]=[CH:17][CH:16]=2)[CH:8]=1.C1COCC1. (2) Given the product [CH2:15]([N:1]([CH2:23][C:21]#[CH:22])[CH2:2][CH2:3][C:4]1[CH:5]=[CH:6][C:7]([S:10]([NH2:13])(=[O:11])=[O:12])=[CH:8][CH:9]=1)[C:16]#[CH:17], predict the reactants needed to synthesize it. The reactants are: [NH2:1][CH2:2][CH2:3][C:4]1[CH:9]=[CH:8][C:7]([S:10]([NH2:13])(=[O:12])=[O:11])=[CH:6][CH:5]=1.Br[CH2:15][C:16]#[CH:17].CCN(C(C)C)[CH:21]([CH3:23])[CH3:22]. (3) Given the product [OH:16][C:10]1[C:11](=[O:15])[NH:12][C:13](=[O:14])[N:8]([CH2:7][C:6]2[C:5]3[C:4](=[CH:3][CH:2]=[CH:18][CH:17]=3)[C:3]([CH3:4])=[CH:2][CH:18]=2)[N:9]=1, predict the reactants needed to synthesize it. The reactants are: Cl[C:2]1[CH:18]=[CH:17][C:5]([CH2:6][CH2:7][N:8]2[C:13](=[O:14])[NH:12][C:11](=[O:15])[C:10]([OH:16])=[N:9]2)=[CH:4][CH:3]=1. (4) Given the product [NH2:17][C:16]1[C:15]([C:14]([O:13][CH2:11][CH3:12])=[O:22])=[CH:18][N:9]([C:5]2[CH:6]=[CH:7][CH:8]=[C:3]([Br:2])[CH:4]=2)[N:10]=1, predict the reactants needed to synthesize it. The reactants are: Cl.[Br:2][C:3]1[CH:4]=[C:5]([NH:9][NH2:10])[CH:6]=[CH:7][CH:8]=1.[CH2:11]([O:13][C:14](=[O:22])[C:15](=[CH:18]OCC)[C:16]#[N:17])[CH3:12].C([O-])(=O)C.[Na+]. (5) Given the product [NH2:42][S:39]([C:33]1[C:32]([Cl:43])=[CH:31][C:30]([NH:29][CH2:28][C:25]2[O:26][CH:27]=[CH:23][CH:24]=2)=[C:35]([CH:34]=1)[C:36]([O:38][CH2:2][O:3][C:4]([N:6]1[C@H:11]([CH3:12])[CH2:10][O:9][C@:8]([C:14]2[CH:19]=[C:18]([F:20])[CH:17]=[C:16]([F:21])[CH:15]=2)([OH:13])[C@@H:7]1[CH3:22])=[O:5])=[O:37])(=[O:41])=[O:40], predict the reactants needed to synthesize it. The reactants are: Cl[CH2:2][O:3][C:4]([N:6]1[C@H:11]([CH3:12])[CH2:10][O:9][C@:8]([C:14]2[CH:19]=[C:18]([F:20])[CH:17]=[C:16]([F:21])[CH:15]=2)([OH:13])[C@@H:7]1[CH3:22])=[O:5].[CH:23]1[CH:24]=[C:25]([CH2:28][NH:29][C:30]2[C:35]([C:36]([OH:38])=[O:37])=[CH:34][C:33]([S:39]([NH2:42])(=[O:41])=[O:40])=[C:32]([Cl:43])[CH:31]=2)[O:26][CH:27]=1.[Cs].[I-].[Na+].CCCCCCC. (6) Given the product [CH2:1]([O:3][C:4]([C:6]1[C:11](=[O:12])[N:10]([CH2:40][C:39]2[CH:42]=[CH:43][C:36]([F:35])=[CH:37][CH:38]=2)[C:9]2[CH:13]=[CH:14][S:15][C:8]=2[C:7]=1[N:16]1[CH2:21][CH2:20][N:19]([C:22]([C:24]2[O:25][CH:26]=[CH:27][CH:28]=2)=[O:23])[CH2:18][CH2:17]1)=[O:5])[CH3:2], predict the reactants needed to synthesize it. The reactants are: [CH2:1]([O:3][C:4]([C:6]1[C:11](=[O:12])[NH:10][C:9]2[CH:13]=[CH:14][S:15][C:8]=2[C:7]=1[N:16]1[CH2:21][CH2:20][N:19]([C:22]([C:24]2[O:25][CH:26]=[CH:27][CH:28]=2)=[O:23])[CH2:18][CH2:17]1)=[O:5])[CH3:2].C([O-])([O-])=O.[Cs+].[Cs+].[F:35][C:36]1[CH:43]=[CH:42][C:39]([CH2:40]Br)=[CH:38][CH:37]=1. (7) Given the product [CH2:16]([N:11]1[CH2:10][CH:9]([NH2:8])[CH2:13][S:12]1(=[O:15])=[O:14])[C:17]1[CH:18]=[CH:19][CH:20]=[CH:21][CH:22]=1, predict the reactants needed to synthesize it. The reactants are: C([NH:8][CH:9]1[CH2:13][S:12](=[O:15])(=[O:14])[N:11]([CH2:16][C:17]2[CH:22]=[CH:21][CH:20]=[CH:19][CH:18]=2)[CH2:10]1)C1C=CC=CC=1.FC(F)(F)C(O)=O.N.